This data is from Full USPTO retrosynthesis dataset with 1.9M reactions from patents (1976-2016). The task is: Predict the reactants needed to synthesize the given product. (1) Given the product [C:1]([C:5]1[O:9][N:8]=[C:7]([C:10]2[CH:31]=[CH:30][C:13]3[C:14]4[CH:20]=[C:19]([S:21]([NH:24][CH2:25][C:26]([OH:28])=[O:27])(=[O:22])=[O:23])[CH:18]=[CH:17][C:15]=4[O:16][C:12]=3[CH:11]=2)[N:6]=1)([CH3:4])([CH3:2])[CH3:3], predict the reactants needed to synthesize it. The reactants are: [C:1]([C:5]1[O:9][N:8]=[C:7]([C:10]2[CH:31]=[CH:30][C:13]3[C:14]4[CH:20]=[C:19]([S:21]([NH:24][CH2:25][C:26]([O:28]C)=[O:27])(=[O:23])=[O:22])[CH:18]=[CH:17][C:15]=4[O:16][C:12]=3[CH:11]=2)[N:6]=1)([CH3:4])([CH3:3])[CH3:2].[Li+].[OH-]. (2) Given the product [Br:9][C:10]1[C:11]([Cl:32])=[CH:12][C:13]([O:5][CH2:4][CH2:3][CH2:2][CH2:1][OH:6])=[C:14]([S:16]([N:19]2[C:28]3[C:23](=[CH:24][CH:25]=[CH:26][CH:27]=3)[C:22]([CH3:30])([CH3:29])[CH2:21][CH2:20]2)(=[O:18])=[O:17])[CH:15]=1, predict the reactants needed to synthesize it. The reactants are: [CH2:1]([OH:6])[CH2:2][CH2:3][CH2:4][OH:5].[H-].[Na+].[Br:9][C:10]1[C:11]([Cl:32])=[CH:12][C:13](F)=[C:14]([S:16]([N:19]2[C:28]3[C:23](=[CH:24][CH:25]=[CH:26][CH:27]=3)[C:22]([CH3:30])([CH3:29])[CH2:21][CH2:20]2)(=[O:18])=[O:17])[CH:15]=1.Cl. (3) Given the product [F:24][C:25]1[CH:26]=[C:27]([C@@H:32]([C:36]2[CH:41]=[CH:40][C:39]([S:42]([CH3:45])(=[O:44])=[O:43])=[CH:38][CH:37]=2)[CH2:33][CH2:34][N:21]2[CH2:22][CH2:23][CH:18]([CH2:17][CH2:16][S:13]([C:10]3[CH:11]=[CH:12][C:7]([C:4]4[N:5]=[N:6][N:2]([CH3:1])[N:3]=4)=[CH:8][CH:9]=3)(=[O:15])=[O:14])[CH2:19][CH2:20]2)[CH:28]=[C:29]([F:31])[CH:30]=1, predict the reactants needed to synthesize it. The reactants are: [CH3:1][N:2]1[N:6]=[N:5][C:4]([C:7]2[CH:12]=[CH:11][C:10]([S:13]([CH2:16][CH2:17][CH:18]3[CH2:23][CH2:22][NH:21][CH2:20][CH2:19]3)(=[O:15])=[O:14])=[CH:9][CH:8]=2)=[N:3]1.[F:24][C:25]1[CH:26]=[C:27]([C@@H:32]([C:36]2[CH:41]=[CH:40][C:39]([S:42]([CH3:45])(=[O:44])=[O:43])=[CH:38][CH:37]=2)[CH2:33][CH:34]=O)[CH:28]=[C:29]([F:31])[CH:30]=1.C(O[BH-](OC(=O)C)OC(=O)C)(=O)C. (4) Given the product [CH2:20]([O:19][C:17](=[O:18])[C:16]([C:22]([O:24][CH2:25][CH3:26])=[O:23])=[CH:15][NH:14][C:9]1[S:10][CH:11]=[C:12]([CH3:13])[C:8]=1[C:6]([OH:7])=[O:5])[CH3:21], predict the reactants needed to synthesize it. The reactants are: [OH-].[K+].C([O:5][C:6]([C:8]1[C:12]([CH3:13])=[CH:11][S:10][C:9]=1[NH:14][CH:15]=[C:16]([C:22]([O:24][CH2:25][CH3:26])=[O:23])[C:17]([O:19][CH2:20][CH3:21])=[O:18])=[O:7])C.Cl. (5) Given the product [CH3:1][O:2][C:3](=[O:15])[C:4]1[CH:9]=[CH:8][C:7]([Br:10])=[C:6]([OH:11])[C:5]=1[NH2:12], predict the reactants needed to synthesize it. The reactants are: [CH3:1][O:2][C:3](=[O:15])[C:4]1[CH:9]=[CH:8][C:7]([Br:10])=[C:6]([OH:11])[C:5]=1[N+:12]([O-])=O.S(S([O-])=O)([O-])=O.[Na+].[Na+]. (6) Given the product [OH:21][C:18]1[CH:17]=[CH:16][C:15]([C@H:10]2[C@H:9]3[CH2:25][C@@H:26]([OH:28])[CH2:27][C@H:8]3[C:7]3[CH:6]=[C:5]([OH:4])[CH:14]=[CH:13][C:12]=3[O:11]2)=[CH:20][CH:19]=1, predict the reactants needed to synthesize it. The reactants are: COC[O:4][C:5]1[CH:14]=[CH:13][C:12]2[O:11][CH:10]([C:15]3[CH:20]=[CH:19][C:18]([O:21]COC)=[CH:17][CH:16]=3)[CH:9]3[CH2:25][CH:26]([OH:28])[CH2:27][CH:8]3[C:7]=2[CH:6]=1.CO.C(Cl)Cl. (7) Given the product [CH2:14]([NH:17][S:2]([C:5]1[CH:6]=[C:7]([CH:11]=[CH:12][CH:13]=1)[C:8]([OH:10])=[O:9])(=[O:4])=[O:3])[CH:15]=[CH2:16], predict the reactants needed to synthesize it. The reactants are: Cl[S:2]([C:5]1[CH:6]=[C:7]([CH:11]=[CH:12][CH:13]=1)[C:8]([OH:10])=[O:9])(=[O:4])=[O:3].[CH2:14]([NH2:17])[CH:15]=[CH2:16].[OH-].[Na+]. (8) The reactants are: [CH3:1][O:2][C:3]1[CH:4]=[C:5]2[C:10](=[CH:11][C:12]=1[O:13][CH3:14])[N:9]=[CH:8][CH:7]=[C:6]2[O:15][C:16]1[CH:22]=[CH:21][C:19]([NH2:20])=[CH:18][CH:17]=1.C(N(CC)CC)C.ClC(Cl)(O[C:34](=[O:40])OC(Cl)(Cl)Cl)Cl.[NH2:42][C@@H:43]1[C:51]2[C:46](=[CH:47][CH:48]=[CH:49][CH:50]=2)[CH2:45][CH2:44]1. Given the product [C@@H:43]1([NH:42][C:34]([NH:20][C:19]2[CH:21]=[CH:22][C:16]([O:15][C:6]3[C:5]4[C:10](=[CH:11][C:12]([O:13][CH3:14])=[C:3]([O:2][CH3:1])[CH:4]=4)[N:9]=[CH:8][CH:7]=3)=[CH:17][CH:18]=2)=[O:40])[C:51]2[C:46](=[CH:47][CH:48]=[CH:49][CH:50]=2)[CH2:45][CH2:44]1, predict the reactants needed to synthesize it. (9) Given the product [CH2:48]([N:49]([CH2:29][C:28]1[CH:32]=[CH:33][C:34]([O:35][CH2:36][CH2:37][N:38]2[CH2:43][CH2:42][CH2:41][CH2:40][CH2:39]2)=[C:26]([F:25])[CH:27]=1)[C:50]1[CH:55]=[C:54]([O:56][CH3:57])[CH:53]=[CH:52][C:51]=1[CH:58]1[CH2:67][CH2:66][C:65]2[C:60](=[CH:61][CH:62]=[C:63]([O:68][CH3:69])[CH:64]=2)[C:59]1([CH3:70])[CH3:71])[CH3:47], predict the reactants needed to synthesize it. The reactants are: COC1C=CC(C2CCC3C(=CC=C(OC)C=3)C2(C)C)=C(N)C=1.Cl.[F:25][C:26]1[CH:27]=[C:28]([CH:32]=[CH:33][C:34]=1[O:35][CH2:36][CH2:37][N:38]1[CH2:43][CH2:42][CH2:41][CH2:40][CH2:39]1)[C:29](O)=O.FC1C=[C:47](C=CC=1OCCN1CCCCC1)[CH2:48][NH:49][C:50]1[CH:55]=[C:54]([O:56][CH3:57])[CH:53]=[CH:52][C:51]=1[CH:58]1[CH2:67][CH2:66][C:65]2[C:60](=[CH:61][CH:62]=[C:63]([O:68][CH3:69])[CH:64]=2)[C:59]1([CH3:71])[CH3:70]. (10) The reactants are: [CH3:1][O:2][C:3]1[CH:12]=[CH:11][C:10]([NH2:13])=[CH:9][C:4]=1[C:5]([O:7][CH3:8])=[O:6].C(N(CC)C(C)C)(C)C.[C:23](Cl)(=[O:25])[CH3:24].CO.ClCCl. Given the product [CH3:1][O:2][C:3]1[CH:12]=[CH:11][C:10]([NH:13][C:23](=[O:25])[CH3:24])=[CH:9][C:4]=1[C:5]([O:7][CH3:8])=[O:6], predict the reactants needed to synthesize it.